This data is from Peptide-MHC class II binding affinity with 134,281 pairs from IEDB. The task is: Regression. Given a peptide amino acid sequence and an MHC pseudo amino acid sequence, predict their binding affinity value. This is MHC class II binding data. (1) The peptide sequence is GIAFGSMAKKGDEQK. The MHC is HLA-DQA10501-DQB10301 with pseudo-sequence HLA-DQA10501-DQB10301. The binding affinity (normalized) is 0.603. (2) The peptide sequence is AEAPAAAAAPEEQVQ. The MHC is DRB1_1302 with pseudo-sequence DRB1_1302. The binding affinity (normalized) is 0.145. (3) The peptide sequence is CEYIPLFSATARRAM. The MHC is DRB3_0101 with pseudo-sequence DRB3_0101. The binding affinity (normalized) is 0.165. (4) The peptide sequence is IKSDKPLKGPFNFRF. The MHC is DRB1_0301 with pseudo-sequence DRB1_0301. The binding affinity (normalized) is 0.286. (5) The binding affinity (normalized) is 0.128. The peptide sequence is AILPEYGTLGLECSP. The MHC is DRB3_0101 with pseudo-sequence DRB3_0101. (6) The peptide sequence is GAMAKKGDEQKLRSA. The MHC is DRB1_0301 with pseudo-sequence DRB1_0301. The binding affinity (normalized) is 0.183. (7) The peptide sequence is LMSTRRVLEREQIPT. The MHC is DRB1_0401 with pseudo-sequence DRB1_0401. The binding affinity (normalized) is 0.323. (8) The peptide sequence is AFKVAATAANAAPAN. The MHC is HLA-DQA10401-DQB10402 with pseudo-sequence HLA-DQA10401-DQB10402. The binding affinity (normalized) is 0.396.